From a dataset of Reaction yield outcomes from USPTO patents with 853,638 reactions. Predict the reaction yield, written as a fraction of the theoretical maximum amount of product (1.0 means a 100% yield; for example, 0.34 means a 34% yield). (1) The reactants are [NH2:1][C:2]1[C:3]([Cl:11])=[C:4]([CH:8]=[CH:9][CH:10]=1)[C:5]([OH:7])=[O:6].S(=O)(=O)(O)O.[CH3:17]O. No catalyst specified. The product is [NH2:1][C:2]1[C:3]([Cl:11])=[C:4]([CH:8]=[CH:9][CH:10]=1)[C:5]([O:7][CH3:17])=[O:6]. The yield is 0.920. (2) The reactants are [CH:1]1[C:6]([NH:7][C:8]2[CH:13]=[CH:12][C:11](Br)=[CH:10][CH:9]=2)=[CH:5][CH:4]=[C:3](Br)[CH:2]=1.[C:16]1(B(O)O)[CH:21]=[CH:20][CH:19]=[CH:18][CH:17]=1.[C:25]1(C)[CH:30]=[CH:29][CH:28]=[CH:27][C:26]=1P([C:25]1[CH:30]=[CH:29][CH:28]=[CH:27][C:26]=1C)[C:25]1[CH:30]=[CH:29][CH:28]=[CH:27][C:26]=1C.C(=O)([O-])[O-].[K+].[K+]. The catalyst is C([O-])(=O)C.[Pd+2].C([O-])(=O)C.COCCOC. The product is [C:3]1([C:25]2[CH:30]=[CH:29][CH:28]=[CH:27][CH:26]=2)[CH:4]=[CH:5][C:6]([NH:7][C:8]2[CH:13]=[CH:12][C:11]([C:16]3[CH:21]=[CH:20][CH:19]=[CH:18][CH:17]=3)=[CH:10][CH:9]=2)=[CH:1][CH:2]=1. The yield is 0.780. (3) The reactants are [CH2:1]([N:3]1[C:7]2[CH:8]=[CH:9][CH:10]=[CH:11][C:6]=2[NH:5][C:4]1=[O:12])[CH3:2].[Cl:13][CH2:14][CH2:15][C@@H:16]([C:18]1[CH:23]=[CH:22][CH:21]=[CH:20][CH:19]=1)O.C1(P(C2C=CC=CC=2)C2C=CC=CC=2)C=CC=CC=1.CC(OC(/N=N/C(OC(C)C)=O)=O)C. The catalyst is C1COCC1. The product is [Cl:13][CH2:14][CH2:15][C@@H:16]([N:5]1[C:6]2[CH:11]=[CH:10][CH:9]=[CH:8][C:7]=2[N:3]([CH2:1][CH3:2])[C:4]1=[O:12])[C:18]1[CH:23]=[CH:22][CH:21]=[CH:20][CH:19]=1. The yield is 0.260. (4) The reactants are C([O:3][C:4](=[O:29])[CH2:5][CH:6]1[O:10][B:9]([OH:11])[C:8]2[CH:12]=[C:13]([O:16][C:17]3[CH:22]=[CH:21][CH:20]=[C:19]([CH2:23][NH:24][CH2:25][CH2:26][O:27][CH3:28])[CH:18]=3)[CH:14]=[CH:15][C:7]1=2)C.[Li+].[OH-].Cl. The catalyst is C1COCC1.O. The product is [OH:11][B:9]1[C:8]2[CH:12]=[C:13]([O:16][C:17]3[CH:22]=[CH:21][CH:20]=[C:19]([CH2:23][NH:24][CH2:25][CH2:26][O:27][CH3:28])[CH:18]=3)[CH:14]=[CH:15][C:7]=2[CH:6]([CH2:5][C:4]([OH:29])=[O:3])[O:10]1. The yield is 0.186. (5) The reactants are Br[CH2:2][C:3]1[C:11]2[O:10][C:9]([C:12]3[CH:17]=[CH:16][C:15]([OH:18])=[CH:14][CH:13]=3)=[CH:8][C:7]=2[CH:6]=[C:5]([OH:19])[CH:4]=1.[CH3:20][S-:21].[Na+]. The product is [OH:18][C:15]1[CH:16]=[CH:17][C:12]([C:9]2[O:10][C:11]3[C:3]([CH2:2][S:21][CH3:20])=[CH:4][C:5]([OH:19])=[CH:6][C:7]=3[CH:8]=2)=[CH:13][CH:14]=1. The catalyst is CO. The yield is 0.540.